This data is from Reaction yield outcomes from USPTO patents with 853,638 reactions. The task is: Predict the reaction yield, written as a fraction of the theoretical maximum amount of product (1.0 means a 100% yield; for example, 0.34 means a 34% yield). (1) The reactants are C(N(CC)CC)C.[NH2:8][C:9]1[C:14]([CH:15]=[O:16])=[CH:13][CH:12]=[CH:11][N:10]=1.[C:17](Cl)(=[O:22])[C:18]([CH3:21])([CH3:20])[CH3:19]. The catalyst is ClCCl. The product is [CH:15]([C:14]1[C:9]([NH:8][C:17](=[O:22])[C:18]([CH3:21])([CH3:20])[CH3:19])=[N:10][CH:11]=[CH:12][CH:13]=1)=[O:16]. The yield is 0.900. (2) The reactants are Cl.C(OCC)(=O)C.C([O:12][C:13]1[C:14]([CH2:19][N:20]2[CH2:25][CH2:24][CH:23]([C:26](=[O:35])[CH2:27][C:28]3[CH:33]=[CH:32][CH:31]=[CH:30][C:29]=3[F:34])[CH2:22][CH2:21]2)=[N:15][CH:16]=[CH:17][N:18]=1)(C)(C)C.[OH-].[Na+].C(=O)(O)[O-].[Na+]. The product is [F:34][C:29]1[CH:30]=[CH:31][CH:32]=[CH:33][C:28]=1[CH2:27][C:26]([CH:23]1[CH2:22][CH2:21][N:20]([CH2:19][C:14]2[C:13](=[O:12])[NH:18][CH:17]=[CH:16][N:15]=2)[CH2:25][CH2:24]1)=[O:35]. The catalyst is ClCCl. The yield is 0.910.